Binary Classification. Given a miRNA mature sequence and a target amino acid sequence, predict their likelihood of interaction. From a dataset of Experimentally validated miRNA-target interactions with 360,000+ pairs, plus equal number of negative samples. (1) The miRNA is hsa-miR-6499-5p with sequence UCGGGCGCAAGAGCACUGCAGU. The protein sequence of the target gene is MDPFRPSFRGQSPIHPSQCQAVRMPGCWPQASKPLDPALGRGAPAGRGHVFGKPEEPSTQRGPAQRESVGLVSMFRGLGIETVSKTPLKREMLPSGRGILGRGLSANLVRKDREELSPTFWDPKVLAAGDSKMAETSVGWSRTLGRGSSDASLLPLGRAAGGISREVDKPPCTFSTPSRGPPQLSSPPALPQSPLHSPDRPLVLTVEHKEKELIVKQGSKGTPQSLGLNLVKIQCHNEAVYQYHVTFSPNVECKSMRFGMLKDHQAVTGNVTAFDGSILYLPVKLQQVLELKSQRKTDSA.... Result: 0 (no interaction). (2) The miRNA is hsa-miR-548ac with sequence CAAAAACCGGCAAUUACUUUUG. The protein sequence of the target gene is MALSQGLLTFRDVAIEFSQEEWKCLDPAQRTLYRDVMLENYRNLVSLDISSKCMMKEFSSTAQGNTEVIHTGTLQRHERHHIGDFCFQEMEKDIHDFEFQWKEDERNSHEAPMTEIKQLTGSTNRHDQRHAGNKPIKDQLGSSFHSHLPELHMFQTEGKIGNQVEKSINSASLVSTSQRISCRPKTHISKNYGNNFLNSSLLTQKQEVHMREKSFQCNESGKAFNYSSVLRKHQIIHLGAKQYKCDVCGKVFNQKRYLACHRRCHTGKKPYKCNDCGKTFSQELTLTCHHRLHTGEKHYK.... Result: 1 (interaction). (3) The miRNA is mmu-miR-20b-5p with sequence CAAAGUGCUCAUAGUGCAGGUAG. The protein sequence of the target gene is MAPKQDPKPKFQEGERVLCFHGPLLYEAKCVKVAIKDKQVKYFIHYSGWNKKSAVRPRRSEKSLKTREDIVALFPVPEGAPSVHHPLLTSSWDEWVPESRVLKYVDTNLQKQRELQKANQEQYAEGKMRGAAPGKKTSGLQQKNVEVKTKKNKQKTPGNGDGGSTSETPQPPRKKRARVDPTVENEETFMNRVEVKVKIPEELKPWLVDDWDLITRQKQLFYLPAKKNVDSILEDYANYKKSRGNTDNKEYAVNEVVAGIKEYFNVMLGTQLLYKFERPQYAEILADHPDAPMSQVYGAP.... Result: 1 (interaction).